Dataset: Forward reaction prediction with 1.9M reactions from USPTO patents (1976-2016). Task: Predict the product of the given reaction. (1) Given the reactants [F:1][C:2]1[CH:3]=[C:4]([N:9]2[C:14](=[O:15])[C:13]([OH:16])=[C:12]([C:17]3[CH:22]=[CH:21][C:20]([S:23]([CH3:26])(=[O:25])=[O:24])=[CH:19][CH:18]=3)[CH:11]=[N:10]2)[CH:5]=[CH:6][C:7]=1[F:8].C1C=CC(P(C2C=CC=CC=2)C2C=CC=CC=2)=CC=1.[CH3:46][C:47]([CH2:49]O)=[O:48].CC(OC(/N=N/C(OC(C)C)=O)=O)C, predict the reaction product. The product is: [F:1][C:2]1[CH:3]=[C:4]([N:9]2[C:14](=[O:15])[C:13]([O:16][CH2:46][C:47](=[O:48])[CH3:49])=[C:12]([C:17]3[CH:22]=[CH:21][C:20]([S:23]([CH3:26])(=[O:25])=[O:24])=[CH:19][CH:18]=3)[CH:11]=[N:10]2)[CH:5]=[CH:6][C:7]=1[F:8]. (2) Given the reactants Br[C:2]1[CH:3]=[C:4]([Cl:16])[CH:5]=[C:6]2[C:10]=1[N:9]([CH3:11])[C:8]([C:12]([NH2:14])=[O:13])=[C:7]2[CH3:15].[F:17][C:18]([F:29])([F:28])[C:19]1[CH:24]=[CH:23][C:22](B(O)O)=[CH:21][CH:20]=1, predict the reaction product. The product is: [Cl:16][C:4]1[CH:5]=[C:6]2[C:10](=[C:2]([C:22]3[CH:23]=[CH:24][C:19]([C:18]([F:29])([F:28])[F:17])=[CH:20][CH:21]=3)[CH:3]=1)[N:9]([CH3:11])[C:8]([C:12]([NH2:14])=[O:13])=[C:7]2[CH3:15]. (3) The product is: [CH3:33][C:8]1[CH:9]=[C:10]([O:13][CH:14]([C:16]2[C:17]([CH3:32])=[N:18][C:19]([C:22]3[CH:27]=[CH:26][CH:25]=[C:24]([C:28]([F:31])([F:30])[F:29])[CH:23]=3)=[CH:20][CH:21]=2)[CH3:15])[CH:11]=[CH:12][C:7]=1[O:6][CH2:5][C:4]([OH:34])=[O:3]. Given the reactants C([O:3][C:4](=[O:34])[CH2:5][O:6][C:7]1[CH:12]=[CH:11][C:10]([O:13][CH:14]([C:16]2[C:17]([CH3:32])=[N:18][C:19]([C:22]3[CH:27]=[CH:26][CH:25]=[C:24]([C:28]([F:31])([F:30])[F:29])[CH:23]=3)=[CH:20][CH:21]=2)[CH3:15])=[CH:9][C:8]=1[CH3:33])C.ClC(C1C(C)=NC(C2C=CC=C(C(F)(F)F)C=2)=CC=1)C.ClC(C1C(C)=NC(C2C=CC(C(F)(F)F)=CC=2)=CC=1)CCC, predict the reaction product. (4) Given the reactants Cl.[F:2][C:3]([F:29])([F:28])[C:4]1[CH:5]=[C:6]([CH:21]=[C:22]([C:24]([F:27])([F:26])[F:25])[CH:23]=1)[CH2:7][O:8][C@H:9]1[CH2:14][CH2:13][NH:12][CH2:11][C@H:10]1[C:15]1[CH:20]=[CH:19][CH:18]=[CH:17][CH:16]=1.C(=O)([O-])[O-].[K+].[K+].Cl[CH2:37][C:38]1[NH:39][C:40](=[O:43])[NH:41][N:42]=1, predict the reaction product. The product is: [F:29][C:3]([F:2])([F:28])[C:4]1[CH:5]=[C:6]([CH:21]=[C:22]([C:24]([F:27])([F:25])[F:26])[CH:23]=1)[CH2:7][O:8][C@H:9]1[CH2:14][CH2:13][N:12]([CH2:37][C:38]2[NH:39][C:40](=[O:43])[NH:41][N:42]=2)[CH2:11][C@H:10]1[C:15]1[CH:16]=[CH:17][CH:18]=[CH:19][CH:20]=1.